This data is from Experimental lipophilicity measurements (octanol/water distribution) for 4,200 compounds from AstraZeneca. The task is: Regression/Classification. Given a drug SMILES string, predict its absorption, distribution, metabolism, or excretion properties. Task type varies by dataset: regression for continuous measurements (e.g., permeability, clearance, half-life) or binary classification for categorical outcomes (e.g., BBB penetration, CYP inhibition). For this dataset (lipophilicity_astrazeneca), we predict Y. (1) The molecule is c1ccc(OCC2CNCCO2)cc1. The Y is 0.200 logD. (2) The compound is CCCSc1nc(N[C@@H]2C[C@H]2c2ccccc2)c2nnn([C@@H]3C[C@H](CO)[C@@H](O)[C@H]3O)c2n1. The Y is 3.99 logD. (3) The drug is CC(C)C(NC(=O)Cn1c(-c2cccc(C(=O)O)c2)ccc(NC(=O)OCc2ccccc2)c1=O)C(=O)C(F)(F)F. The Y is 1.20 logD. (4) The compound is COc1ccc(C)c(N(C)c2ccnc(Nc3cc(N4CCOCC4)cc(N4CCOCC4)c3)n2)c1. The Y is 3.18 logD. (5) The drug is C[C@@H]1c2c([nH]c3ccc(C(F)(F)F)cc23)C[C@@H]2CCN(CCN3CCOCC3)C[C@H]21. The Y is 2.87 logD. (6) The molecule is CCCc1c(O)c(O)c(C(=O)O)c2cc(Cc3ccccc3)c(C)cc12. The Y is 2.60 logD. (7) The compound is Cc1cc(C)nc(SCC(N)=O)n1. The Y is 0.230 logD.